Dataset: CYP2D6 inhibition data for predicting drug metabolism from PubChem BioAssay. Task: Regression/Classification. Given a drug SMILES string, predict its absorption, distribution, metabolism, or excretion properties. Task type varies by dataset: regression for continuous measurements (e.g., permeability, clearance, half-life) or binary classification for categorical outcomes (e.g., BBB penetration, CYP inhibition). Dataset: cyp2d6_veith. (1) The drug is COc1ccc(CCn2c(C)cc(C(=O)CSc3nc(N)cc(=O)[nH]3)c2C)cc1. The result is 0 (non-inhibitor). (2) The drug is CN(C)/C(CN1CCN(C=O)CC1)=C1\N=C(c2ccccc2)OC1=O. The result is 0 (non-inhibitor). (3) The drug is COC(=O)CC[C@@H](C)[C@H]1CC[C@H]2[C@H]3CC[C@H]4C[C@@H]5CC[C@@]4(C)[C@]3(O5)[C@@H](Br)[C@@H](Br)[C@]21C. The result is 0 (non-inhibitor). (4) The drug is Cc1cc(C)cc(C(=O)N(NC(=O)Nc2ccc(Cl)cc2)C(C)(C)C)c1. The result is 0 (non-inhibitor). (5) The molecule is CCc1ccccc1NC(=O)c1nnn(CC(=O)Nc2ccccc2C)c1N. The result is 0 (non-inhibitor). (6) The compound is COC(=O)N1CCC2(CCCN(Cc3ccccc3OC)C2)CC1. The result is 1 (inhibitor). (7) The molecule is Cc1cc(C(F)F)n2ncc(C(=O)O)c2n1. The result is 0 (non-inhibitor).